Dataset: Catalyst prediction with 721,799 reactions and 888 catalyst types from USPTO. Task: Predict which catalyst facilitates the given reaction. (1) Reactant: [CH3:1][N:2]([CH3:6])[CH2:3][CH2:4][OH:5].[CH3:7][S:8]([Cl:11])(=[O:10])=[O:9]. Product: [ClH:11].[CH3:7][S:8]([O:5][CH2:4][CH2:3][N:2]([CH3:6])[CH3:1])(=[O:10])=[O:9]. The catalyst class is: 27. (2) Reactant: [CH:1]1([Mg]Br)[CH2:3][CH2:2]1.[C:6]([O:10][C:11](=[O:20])[NH:12][CH2:13][C:14](=[O:19])N(OC)C)([CH3:9])([CH3:8])[CH3:7].C(OCC)(=O)C. Product: [C:6]([O:10][C:11](=[O:20])[NH:12][CH2:13][C:14]([CH:1]1[CH2:3][CH2:2]1)=[O:19])([CH3:7])([CH3:8])[CH3:9]. The catalyst class is: 7. (3) Reactant: [C:1]([C:3]1[CH:8]=[CH:7][C:6]([C:9]2[N:13]3[CH:14]=[C:15]([C:18]4[CH:26]=[CH:25][C:21]([C:22](O)=[O:23])=[CH:20][CH:19]=4)[CH:16]=[CH:17][C:12]3=[N:11][CH:10]=2)=[CH:5][CH:4]=1)#[N:2].CN(C(ON1N=NC2C=CC=NC1=2)=[N+](C)C)C.F[P-](F)(F)(F)(F)F.CN1CCOCC1.Cl.[N:59]1([C:70]([O:72][C:73]([CH3:76])([CH3:75])[CH3:74])=[O:71])[C:64]2([CH2:69][CH2:68][NH:67][CH2:66][CH2:65]2)[CH2:63][CH2:62][CH2:61][CH2:60]1. Product: [C:1]([C:3]1[CH:4]=[CH:5][C:6]([C:9]2[N:13]3[CH:14]=[C:15]([C:18]4[CH:26]=[CH:25][C:21]([C:22]([N:67]5[CH2:68][CH2:69][C:64]6([N:59]([C:70]([O:72][C:73]([CH3:76])([CH3:75])[CH3:74])=[O:71])[CH2:60][CH2:61][CH2:62][CH2:63]6)[CH2:65][CH2:66]5)=[O:23])=[CH:20][CH:19]=4)[CH:16]=[CH:17][C:12]3=[N:11][CH:10]=2)=[CH:7][CH:8]=1)#[N:2]. The catalyst class is: 18. (4) Reactant: [NH2:1][C:2]1[CH:3]=[C:4]([CH:21]=[CH:22][C:23]=1[CH3:24])[C:5]([N:7]1[CH2:12][CH2:11][CH:10]([C:13]2[CH:20]=[CH:19][C:16]([C:17]#[N:18])=[CH:15][CH:14]=2)[CH2:9][CH2:8]1)=[O:6].Cl[C:26](Cl)([O:28]C(=O)OC(Cl)(Cl)Cl)Cl.CCN(C(C)C)C(C)C.[NH:46]1[CH2:51][CH2:50][O:49][CH2:48][CH2:47]1. Product: [C:17]([C:16]1[CH:15]=[CH:14][C:13]([CH:10]2[CH2:9][CH2:8][N:7]([C:5]([C:4]3[CH:21]=[CH:22][C:23]([CH3:24])=[C:2]([NH:1][C:26]([N:46]4[CH2:51][CH2:50][O:49][CH2:48][CH2:47]4)=[O:28])[CH:3]=3)=[O:6])[CH2:12][CH2:11]2)=[CH:20][CH:19]=1)#[N:18]. The catalyst class is: 1. (5) Reactant: [Cl:1][C:2](Cl)([Cl:25])CO[C:5](=[O:24])[NH:6][C:7]1[N:8]([C:16]2[CH:21]=[CH:20][C:19]([CH2:22][OH:23])=[CH:18][CH:17]=2)[N:9]=[C:10]([C:12]([CH3:15])([CH3:14])[CH3:13])[CH:11]=1.[CH3:27][C@H:28]1[CH2:33][CH2:32][CH2:31][CH2:30][N:29]1[C:34]1[N:38]2[CH:39]=[C:40]([O:43][C@H:44]3[C:53]4[C:48](=[CH:49][CH:50]=[CH:51][CH:52]=4)[C@@H:47]([NH2:54])[CH2:46][CH2:45]3)[CH:41]=[CH:42][C:37]2=[N:36][N:35]=1.CCN(C(C)C)C(C)C. Product: [Cl:1][CH2:2][Cl:25].[C:12]([C:10]1[CH:11]=[C:7]([NH:6][C:5]([NH:54][C@@H:47]2[C:48]3[C:53](=[CH:52][CH:51]=[CH:50][CH:49]=3)[C@H:44]([O:43][C:40]3[CH:41]=[CH:42][C:37]4[N:38]([C:34]([N:29]5[CH2:30][CH2:31][CH2:32][CH2:33][C@@H:28]5[CH3:27])=[N:35][N:36]=4)[CH:39]=3)[CH2:45][CH2:46]2)=[O:24])[N:8]([C:16]2[CH:21]=[CH:20][C:19]([CH2:22][OH:23])=[CH:18][CH:17]=2)[N:9]=1)([CH3:13])([CH3:14])[CH3:15]. The catalyst class is: 258. (6) Reactant: [C:1]1([C:9]2[CH:14]=[CH:13][CH:12]=[CH:11][C:10]=2[NH2:15])[CH2:8][CH2:7][CH2:6][CH2:5][CH2:4][CH2:3][CH:2]=1.Cl.Cl[CH2:18][CH2:19][NH:20][CH2:21][CH2:22]Cl. Product: [C:1]1([C:9]2[CH:14]=[CH:13][CH:12]=[CH:11][C:10]=2[N:15]2[CH2:22][CH2:21][NH:20][CH2:19][CH2:18]2)[CH2:8][CH2:7][CH2:6][CH2:5][CH2:4][CH2:3][CH:2]=1. The catalyst class is: 262.